From a dataset of NCI-60 drug combinations with 297,098 pairs across 59 cell lines. Regression. Given two drug SMILES strings and cell line genomic features, predict the synergy score measuring deviation from expected non-interaction effect. Drug 1: CC12CCC(CC1=CCC3C2CCC4(C3CC=C4C5=CN=CC=C5)C)O. Drug 2: CC1=C(C=C(C=C1)C(=O)NC2=CC(=CC(=C2)C(F)(F)F)N3C=C(N=C3)C)NC4=NC=CC(=N4)C5=CN=CC=C5. Cell line: NCIH23. Synergy scores: CSS=2.32, Synergy_ZIP=-0.0427, Synergy_Bliss=1.71, Synergy_Loewe=-0.427, Synergy_HSA=-0.345.